Dataset: Catalyst prediction with 721,799 reactions and 888 catalyst types from USPTO. Task: Predict which catalyst facilitates the given reaction. (1) Reactant: [C:1]([O:5][C:6]([NH:8][CH:9]([C:11]1[S:12][C:13]([C:16]([OH:18])=[O:17])=[CH:14][N:15]=1)[CH3:10])=[O:7])([CH3:4])([CH3:3])[CH3:2].[CH3:19][Si](C=[N+]=[N-])(C)C.CCOCC. Product: [C:1]([O:5][C:6]([NH:8][CH:9]([C:11]1[S:12][C:13]([C:16]([O:18][CH3:19])=[O:17])=[CH:14][N:15]=1)[CH3:10])=[O:7])([CH3:2])([CH3:3])[CH3:4]. The catalyst class is: 442. (2) Reactant: [Cl:1][C:2]1[CH:8]=[C:7]([Cl:9])[CH:6]=[CH:5][C:3]=1[NH2:4].[CH3:10][C:11](OC(C)=O)=[O:12]. Product: [Cl:1][C:2]1[CH:8]=[C:7]([Cl:9])[CH:6]=[CH:5][C:3]=1[NH:4][C:11](=[O:12])[CH3:10]. The catalyst class is: 52. (3) Reactant: C[O:2][C:3](=O)[C:4]1[CH:9]=[CH:8][CH:7]=[N:6][C:5]=1[O:10][CH3:11].[H-].[Al+3].[Li+].[H-].[H-].[H-].C(C(C(C([O-])=O)O)O)([O-])=O.[Na+].[K+]. Product: [CH3:11][O:10][C:5]1[C:4]([CH2:3][OH:2])=[CH:9][CH:8]=[CH:7][N:6]=1. The catalyst class is: 7. (4) Reactant: [CH3:1][C:2]1[CH:10]=[CH:9][C:8]([C:11]([F:14])([F:13])[F:12])=[CH:7][C:3]=1[C:4]([OH:6])=[O:5].[N+:15]([O-])([OH:17])=[O:16].O. Product: [CH3:1][C:2]1[C:10]([N+:15]([O-:17])=[O:16])=[CH:9][C:8]([C:11]([F:12])([F:13])[F:14])=[CH:7][C:3]=1[C:4]([OH:6])=[O:5]. The catalyst class is: 82. (5) Reactant: [N:1]1[CH:6]=[CH:5][CH:4]=[N:3][C:2]=1[O:7][C:8]1[CH:9]=[C:10]([CH2:14][OH:15])[CH:11]=[CH:12][CH:13]=1.CC(OI1(OC(C)=O)(OC(C)=O)OC(=O)C2C=CC=CC1=2)=O. Product: [N:1]1[CH:6]=[CH:5][CH:4]=[N:3][C:2]=1[O:7][C:8]1[CH:9]=[C:10]([CH:11]=[CH:12][CH:13]=1)[CH:14]=[O:15]. The catalyst class is: 2. (6) Reactant: [Br:1][CH2:2][CH2:3]Br.[Cl:5][C:6]1[CH:25]=[CH:24][C:9]([NH:10][C:11]2[C:20]3[C:15](=[CH:16][C:17]([OH:23])=[C:18]([O:21][CH3:22])[CH:19]=3)[N:14]=[CH:13][N:12]=2)=[C:8]([F:26])[CH:7]=1.C(=O)([O-])[O-].[K+].[K+]. Product: [Br:1][CH2:2][CH2:3][O:23][C:17]1[CH:16]=[C:15]2[C:20]([C:11]([NH:10][C:9]3[CH:24]=[CH:25][C:6]([Cl:5])=[CH:7][C:8]=3[F:26])=[N:12][CH:13]=[N:14]2)=[CH:19][C:18]=1[O:21][CH3:22]. The catalyst class is: 3.